This data is from Forward reaction prediction with 1.9M reactions from USPTO patents (1976-2016). The task is: Predict the product of the given reaction. Given the reactants C(N(CC)CC)C.Cl[C:9]1[N:13]([CH3:14])[N:12]=[C:11]([CH:15]([F:17])[F:16])[C:10]=1[CH:18]=[O:19], predict the reaction product. The product is: [CH3:14][N:13]1[CH:9]=[C:10]([CH:18]=[O:19])[C:11]([CH:15]([F:16])[F:17])=[N:12]1.